Dataset: Full USPTO retrosynthesis dataset with 1.9M reactions from patents (1976-2016). Task: Predict the reactants needed to synthesize the given product. Given the product [Cl:24][C:19]1[CH:20]=[CH:21][CH:22]=[CH:23][C:18]=1[CH2:17][CH2:16][N:1]1[CH:5]=[C:4]([C:6]2[CH:11]=[C:10]([C:12]([NH2:14])=[O:13])[CH:9]=[CH:8][N:7]=2)[N:3]=[CH:2]1, predict the reactants needed to synthesize it. The reactants are: [NH:1]1[CH:5]=[C:4]([C:6]2[CH:11]=[C:10]([C:12]([NH2:14])=[O:13])[CH:9]=[CH:8][N:7]=2)[N:3]=[CH:2]1.Br[CH2:16][CH2:17][C:18]1[CH:23]=[CH:22][CH:21]=[CH:20][C:19]=1[Cl:24].C([O-])([O-])=O.[K+].[K+].